This data is from Full USPTO retrosynthesis dataset with 1.9M reactions from patents (1976-2016). The task is: Predict the reactants needed to synthesize the given product. (1) The reactants are: [CH3:1][CH:2]([CH3:25])[CH2:3][C@H:4]([N:8]1[CH2:12][C:11]([O:13][C:14]2[CH:22]=[CH:21][CH:20]=[C:19]3[C:15]=2[CH:16]=[N:17][N:18]3[CH3:23])=[CH:10][C:9]1=[O:24])[C:5](O)=[O:6].[CH3:26][C:27]1([CH3:39])[O:31][C@H:30]([CH2:32][N:33]2[CH:37]=[CH:36][C:35]([NH2:38])=[N:34]2)[CH2:29][O:28]1.C(N(CC)C(C)C)(C)C.F[P-](F)(F)(F)(F)F.N1(O[P+](N(C)C)(N(C)C)N(C)C)C2C=CC=CC=2N=N1. Given the product [CH3:26][C:27]1([CH3:39])[O:31][C@H:30]([CH2:32][N:33]2[CH:37]=[CH:36][C:35]([NH:38][C:5](=[O:6])[C@@H:4]([N:8]3[CH2:12][C:11]([O:13][C:14]4[CH:22]=[CH:21][CH:20]=[C:19]5[C:15]=4[CH:16]=[N:17][N:18]5[CH3:23])=[CH:10][C:9]3=[O:24])[CH2:3][CH:2]([CH3:25])[CH3:1])=[N:34]2)[CH2:29][O:28]1, predict the reactants needed to synthesize it. (2) Given the product [F:1][C:2]1[CH:7]=[C:6]([CH3:8])[CH:5]=[CH:4][C:3]=1[NH:9][C:10]1[C:19]2[C:14](=[CH:15][C:16]([O:26][CH3:27])=[C:17]([N:20]3[CH2:21][CH2:22][N:23]([C:66](=[O:67])[C@H:65]([OH:64])[CH3:69])[CH2:24][CH2:25]3)[CH:18]=2)[N:13]=[N:12][C:11]=1[C:28]([NH2:30])=[O:29], predict the reactants needed to synthesize it. The reactants are: [F:1][C:2]1[CH:7]=[C:6]([CH3:8])[CH:5]=[CH:4][C:3]=1[NH:9][C:10]1[C:19]2[C:14](=[CH:15][C:16]([O:26][CH3:27])=[C:17]([N:20]3[CH2:25][CH2:24][NH:23][CH2:22][CH2:21]3)[CH:18]=2)[N:13]=[N:12][C:11]=1[C:28]([NH2:30])=[O:29].F[P-](F)(F)(F)(F)F.N1(O[P+](N2CCCC2)(N2CCCC2)N2CCCC2)C2C=CC=CC=2N=N1.[OH:64][C@H:65]([CH3:69])[C:66](O)=[O:67].C(N(C(C)C)C(C)C)C. (3) Given the product [Br:18][C:15]1[CH:14]=[CH:13][C:12]([C:9]([O:10][CH3:11])=[C:30]2[CH2:31][CH:32]3[N:27]([C:22]4[N:21]=[CH:26][CH:25]=[CH:24][N:23]=4)[CH:28]([CH2:34][CH2:33]3)[CH2:29]2)=[CH:17][CH:16]=1, predict the reactants needed to synthesize it. The reactants are: C(OP([CH:9]([C:12]1[CH:17]=[CH:16][C:15]([Br:18])=[CH:14][CH:13]=1)[O:10][CH3:11])(=O)OCC)C.[H-].[Na+].[N:21]1[CH:26]=[CH:25][CH:24]=[N:23][C:22]=1[N:27]1[CH:32]2[CH2:33][CH2:34][CH:28]1[CH2:29][C:30](=O)[CH2:31]2. (4) Given the product [OH:40][NH:39][C:13](=[O:14])[CH2:12][CH:11]([C:5]1[CH:6]=[CH:7][C:8]([O:9][CH3:10])=[C:3]([O:2][CH3:1])[CH:4]=1)[N:16]1[CH2:24][C:23]2[C:18](=[CH:19][CH:20]=[CH:21][CH:22]=2)[C:17]1=[O:25], predict the reactants needed to synthesize it. The reactants are: [CH3:1][O:2][C:3]1[CH:4]=[C:5]([CH:11]([N:16]2[CH2:24][C:23]3[C:18](=[CH:19][CH:20]=[CH:21][CH:22]=3)[C:17]2=[O:25])[CH2:12][C:13](O)=[O:14])[CH:6]=[CH:7][C:8]=1[O:9][CH3:10].C(N1C=CN=C1)(N1C=CN=C1)=O.Cl.[NH2:39][OH:40]. (5) Given the product [CH3:1][O:2][C:3]1[N:8]=[C:7]2[C:9]([C:13]3[N:23]([S:24]([C:27]4[CH:32]=[CH:31][C:30]([CH3:33])=[CH:29][CH:28]=4)(=[O:26])=[O:25])[C:16]4=[N:17][CH:18]=[CH:19][C:20]([CH2:21][NH:45][CH2:44][CH2:43][CH2:42][N:36]5[CH2:41][CH2:40][CH2:39][CH2:38][CH2:37]5)=[C:15]4[CH:14]=3)=[CH:10][N:11]([CH3:12])[C:6]2=[CH:5][C:4]=1[O:34][CH3:35], predict the reactants needed to synthesize it. The reactants are: [CH3:1][O:2][C:3]1[N:8]=[C:7]2[C:9]([C:13]3[N:23]([S:24]([C:27]4[CH:32]=[CH:31][C:30]([CH3:33])=[CH:29][CH:28]=4)(=[O:26])=[O:25])[C:16]4[N:17]=[CH:18][CH:19]=[C:20]([CH:21]=O)[C:15]=4[CH:14]=3)=[CH:10][N:11]([CH3:12])[C:6]2=[CH:5][C:4]=1[O:34][CH3:35].[N:36]1([CH2:42][CH2:43][CH2:44][NH2:45])[CH2:41][CH2:40][CH2:39][CH2:38][CH2:37]1. (6) Given the product [CH:1]1([N:5]2[C:6]3=[N:7][CH:8]=[C:9]([C:13]([F:16])([F:14])[F:15])[CH:10]=[C:11]3[N:12]=[C:18]2[NH2:17])[CH2:2][CH2:3][CH2:4]1, predict the reactants needed to synthesize it. The reactants are: [CH:1]1([NH:5][C:6]2[C:11]([NH2:12])=[CH:10][C:9]([C:13]([F:16])([F:15])[F:14])=[CH:8][N:7]=2)[CH2:4][CH2:3][CH2:2]1.[N:17]#[C:18]Br.